This data is from Catalyst prediction with 721,799 reactions and 888 catalyst types from USPTO. The task is: Predict which catalyst facilitates the given reaction. (1) Reactant: C(O[C:4]([C:6]1[NH:10][C:9]2[CH:11]=[C:12]([C:14]3[CH:19]=[CH:18][C:17]([Cl:20])=[CH:16][CH:15]=3)[O:13][C:8]=2[CH:7]=1)=[O:5])C.C(OC(=O)C(CC)CCN1C(=S)N2C3C=C(C4C=CC(Cl)=CC=4)OC=3C=C2C1=O)C.[CH2:51]([O:53][P:54]([CH2:59][CH2:60][CH2:61][N:62]=[C:63]=[S:64])(=[O:58])[O:55][CH2:56][CH3:57])[CH3:52].C([O-])([O-])=O.[K+].[K+]. Product: [CH2:51]([O:53][P:54]([CH2:59][CH2:60][CH2:61][N:62]1[C:63](=[S:64])[N:10]2[C:9]3[CH:11]=[C:12]([C:14]4[CH:15]=[CH:16][C:17]([Cl:20])=[CH:18][CH:19]=4)[O:13][C:8]=3[CH:7]=[C:6]2[C:4]1=[O:5])(=[O:58])[O:55][CH2:56][CH3:57])[CH3:52]. The catalyst class is: 8. (2) Reactant: N(C(OC(C)C)=O)=NC(OC(C)C)=O.[OH:15][C:16]1[CH:23]=[CH:22][C:19]([C:20]#[N:21])=[CH:18][C:17]=1[C:24]([F:27])([F:26])[F:25].C1(P(C2C=CC=CC=2)C2C=CC=CC=2)C=CC=CC=1.O[C@H:48]1[CH2:52][CH2:51][O:50][CH2:49]1. Product: [O:50]1[CH2:51][CH2:52][C@H:48]([O:15][C:16]2[CH:23]=[CH:22][C:19]([C:20]#[N:21])=[CH:18][C:17]=2[C:24]([F:25])([F:26])[F:27])[CH2:49]1. The catalyst class is: 1. (3) Reactant: [Cl:1][C:2]1[C:3]([CH2:8][NH:9][C:10]([C:12]2([CH3:16])[CH2:15][O:14][CH2:13]2)=O)=[N:4][CH:5]=[CH:6][N:7]=1.N1C=CC=CC=1.FC(F)(F)S(OS(C(F)(F)F)(=O)=O)(=O)=O. Product: [Cl:1][C:2]1[C:3]2[N:4]([C:10]([C:12]3([CH3:16])[CH2:15][O:14][CH2:13]3)=[N:9][CH:8]=2)[CH:5]=[CH:6][N:7]=1. The catalyst class is: 4.